Dataset: Reaction yield outcomes from USPTO patents with 853,638 reactions. Task: Predict the reaction yield, written as a fraction of the theoretical maximum amount of product (1.0 means a 100% yield; for example, 0.34 means a 34% yield). (1) The reactants are C[O:2][C:3]([C:5]1([CH:12]=[N:13][O:14][CH2:15][C:16]2[CH:21]=[CH:20][CH:19]=[CH:18][CH:17]=2)[CH2:11][CH2:10][CH2:9][CH2:8][CH2:7][CH2:6]1)=[O:4].O.[OH-].[Li+]. The catalyst is C1COCC1.O. The product is [CH2:15]([O:14][N:13]=[CH:12][C:5]1([C:3]([OH:4])=[O:2])[CH2:11][CH2:10][CH2:9][CH2:8][CH2:7][CH2:6]1)[C:16]1[CH:21]=[CH:20][CH:19]=[CH:18][CH:17]=1. The yield is 0.900. (2) The reactants are Br[C:2]1[CH:3]=[CH:4][CH:5]=[C:6]2[C:11]=1[N:10]=[C:9]([NH:12][C:13]([CH3:16])([CH3:15])[CH3:14])[C:8]([C:17]1[CH:22]=[CH:21][CH:20]=[CH:19][CH:18]=1)=[N:7]2.CC1(C)C(C)(C)OB([C:31]2[NH:39][C:38]3[CH2:37][CH2:36][NH:35][C:34](=[O:40])[C:33]=3[CH:32]=2)O1.[O-]P([O-])([O-])=O.[K+].[K+].[K+].C1(P(C2CCCCC2)C2C=CC=CC=2C2C(C(C)C)=CC(C(C)C)=CC=2C(C)C)CCCCC1. The catalyst is O1CCOCC1.O.C1C=CC(/C=C/C(/C=C/C2C=CC=CC=2)=O)=CC=1.C1C=CC(/C=C/C(/C=C/C2C=CC=CC=2)=O)=CC=1.C1C=CC(/C=C/C(/C=C/C2C=CC=CC=2)=O)=CC=1.[Pd].[Pd].CO.C(Cl)Cl. The product is [C:13]([NH:12][C:9]1[C:8]([C:17]2[CH:22]=[CH:21][CH:20]=[CH:19][CH:18]=2)=[N:7][C:6]2[C:11]([N:10]=1)=[C:2]([C:31]1[NH:39][C:38]3[CH2:37][CH2:36][NH:35][C:34](=[O:40])[C:33]=3[CH:32]=1)[CH:3]=[CH:4][CH:5]=2)([CH3:16])([CH3:15])[CH3:14]. The yield is 0.520. (3) The reactants are [OH:1][C:2]1[CH:10]=[CH:9][CH:8]=[C:7]2[C:3]=1[CH:4]=[C:5]([CH3:11])[NH:6]2.[H-].[Na+].[CH2:14](Br)[C:15]1[CH:20]=[CH:19][CH:18]=[CH:17][CH:16]=1. The yield is 0.720. The product is [CH2:14]([N:6]1[C:7]2[C:3](=[C:2]([O:1][CH2:4][C:3]3[CH:7]=[CH:8][CH:9]=[CH:10][CH:2]=3)[CH:10]=[CH:9][CH:8]=2)[CH:4]=[C:5]1[CH3:11])[C:15]1[CH:20]=[CH:19][CH:18]=[CH:17][CH:16]=1. The catalyst is CN(C=O)C.C(OCC)(=O)C. (4) The reactants are [F:1][C:2]1[CH:3]=[CH:4][C:5]([CH3:18])=[C:6]2[C:10]=1[N:9]([CH2:11][CH2:12][O:13][CH3:14])[CH:8]=[C:7]2[C:15]([OH:17])=O.CCN(CC)CC.Cl.[F:27][C:28]([F:47])([F:46])[C:29]([NH:31][CH2:32][C:33]1[CH:38]=[CH:37][C:36]([F:39])=[C:35]([CH:40]2[CH2:45][CH2:44][NH:43][CH2:42][CH2:41]2)[CH:34]=1)=[O:30].CCN=C=NCCCN(C)C. The catalyst is C(Cl)Cl. The product is [F:46][C:28]([F:27])([F:47])[C:29]([NH:31][CH2:32][C:33]1[CH:38]=[CH:37][C:36]([F:39])=[C:35]([CH:40]2[CH2:45][CH2:44][N:43]([C:15]([C:7]3[C:6]4[C:10](=[C:2]([F:1])[CH:3]=[CH:4][C:5]=4[CH3:18])[N:9]([CH2:11][CH2:12][O:13][CH3:14])[CH:8]=3)=[O:17])[CH2:42][CH2:41]2)[CH:34]=1)=[O:30]. The yield is 0.610. (5) The reactants are [CH2:1]([O:3][C:4]([C:6]1[CH:7]=[N:8][N:9]([C:11]2[N:15]([CH2:16][O:17][CH2:18][CH2:19][O:20][CH3:21])[C:14]3[CH:22]=[C:23]([S:30][CH2:31][CH3:32])[C:24]([C:26]([F:29])([F:28])[F:27])=[CH:25][C:13]=3[N:12]=2)[CH:10]=1)=[O:5])[CH3:2].CO.[OH:35][O:36][S:37]([O-:39])=O.[K+].S([O-])(O[O-])(=O)=O.[K+].[K+].[CH3:49][CH2:50]OC(C)=O. The yield is 0.450. The product is [CH2:1]([O:3][C:4]([C:6]1[CH:7]=[N:8][N:9]([C:11]2[N:15]([CH2:16][O:17][CH2:18][CH2:19][O:20][CH3:21])[C:14]3[CH:22]=[C:23]([S:30]([CH2:31][CH3:32])=[O:35])[C:24]([C:26]([F:29])([F:27])[F:28])=[CH:25][C:13]=3[N:12]=2)[CH:10]=1)=[O:5])[CH3:2].[CH2:1]([O:3][C:4]([C:6]1[CH:7]=[N:8][N:9]([C:11]2[N:15]([CH2:16][O:17][CH2:18][CH2:19][O:20][CH3:21])[C:14]3[CH:22]=[C:23]([S:37]([CH2:49][CH3:50])(=[O:39])=[O:36])[C:24]([C:26]([F:28])([F:29])[F:27])=[CH:25][C:13]=3[N:12]=2)[CH:10]=1)=[O:5])[CH3:2]. The catalyst is O. (6) The reactants are [CH2:1]([N:8]1[C:13](=[O:14])[C:12]2[C:15]([CH3:18])=[N:16][S:17][C:11]=2[N:10]=[C:9]1[CH:19]([NH:22][CH2:23][CH2:24][CH2:25][OH:26])[CH2:20][CH3:21])[C:2]1[CH:7]=[CH:6][CH:5]=[CH:4][CH:3]=1.C(=O)([O-])[O-].[K+].[K+].[CH3:33][C:34]1[CH:41]=[CH:40][C:37]([CH2:38]Br)=[CH:36][CH:35]=1. The catalyst is CN(C=O)C. The product is [CH2:1]([N:8]1[C:13](=[O:14])[C:12]2[C:15]([CH3:18])=[N:16][S:17][C:11]=2[N:10]=[C:9]1[CH:19]([N:22]([CH2:23][CH2:24][CH2:25][OH:26])[CH2:33][C:34]1[CH:41]=[CH:40][C:37]([CH3:38])=[CH:36][CH:35]=1)[CH2:20][CH3:21])[C:2]1[CH:3]=[CH:4][CH:5]=[CH:6][CH:7]=1. The yield is 0.390. (7) The reactants are C([O:3][C:4](=[O:16])[C:5]([OH:15])([CH3:14])[C:6]([NH:8][CH2:9][C:10]([F:13])([F:12])[F:11])=[O:7])C.[OH-].[Li+]. The catalyst is O1CCCC1.O. The product is [OH:15][C:5]([CH3:14])([C:6]([NH:8][CH2:9][C:10]([F:11])([F:12])[F:13])=[O:7])[C:4]([OH:16])=[O:3]. The yield is 0.850.